This data is from Catalyst prediction with 721,799 reactions and 888 catalyst types from USPTO. The task is: Predict which catalyst facilitates the given reaction. (1) Reactant: [C:1]([C:4]1[CH:5]=[C:6]([S:10]([N:13]2[C:17]([C:18]3[CH:23]=[CH:22][CH:21]=[CH:20][CH:19]=3)=[CH:16][C:15]([CH:24]=O)=[CH:14]2)(=[O:12])=[O:11])[CH:7]=[CH:8][CH:9]=1)(=[O:3])[CH3:2].Cl.[CH3:27][NH2:28].C(O[BH-](OC(=O)C)OC(=O)C)(=O)C.[Na+].C(=O)([O-])O.[Na+]. Product: [CH3:27][NH:28][CH2:24][C:15]1[CH:16]=[C:17]([C:18]2[CH:23]=[CH:22][CH:21]=[CH:20][CH:19]=2)[N:13]([S:10]([C:6]2[CH:5]=[C:4]([C:1](=[O:3])[CH3:2])[CH:9]=[CH:8][CH:7]=2)(=[O:12])=[O:11])[CH:14]=1. The catalyst class is: 5. (2) Reactant: [Br:1][C:2]1[N:7]=[C:6]([C:8](Cl)=[O:9])[CH:5]=[CH:4][CH:3]=1.[C:11]([C:13]([C:16]1[CH:17]=[C:18]([CH:44]=[CH:45][CH:46]=1)[C:19]([NH:21][C:22]1[CH:27]=[CH:26][C:25]([CH3:28])=[C:24]([NH:29]C(C2N=C(N3CCOCC3)N=CC=2)=O)[CH:23]=1)=[O:20])([CH3:15])[CH3:14])#[N:12].C(N(CC)CC)C. Product: [Br:1][C:2]1[N:7]=[C:6]([C:8]([NH:29][C:24]2[CH:23]=[C:22]([NH:21][C:19](=[O:20])[C:18]3[CH:44]=[CH:45][CH:46]=[C:16]([C:13]([C:11]#[N:12])([CH3:14])[CH3:15])[CH:17]=3)[CH:27]=[CH:26][C:25]=2[CH3:28])=[O:9])[CH:5]=[CH:4][CH:3]=1. The catalyst class is: 2. (3) Reactant: Cl.[CH:2]([NH:5][NH2:6])([CH3:4])[CH3:3].[CH2:7]([O:14][C:15](=[O:21])[NH:16][CH2:17][CH2:18][CH:19]=O)[C:8]1[CH:13]=[CH:12][CH:11]=[CH:10][CH:9]=1.CCN(CC)CC. Product: [CH2:7]([O:14][C:15](=[O:21])[NH:16][CH2:17][CH2:18][CH:19]=[N:6][NH:5][CH:2]([CH3:4])[CH3:3])[C:8]1[CH:13]=[CH:12][CH:11]=[CH:10][CH:9]=1. The catalyst class is: 32. (4) Reactant: [C:1]([NH:5][C:6]([C:8]1([CH:21]2[CH2:26][CH2:25][CH2:24][CH2:23][CH2:22]2)[CH2:14][CH:13]2[N:15](C(OCC)=O)[CH:10]([CH2:11][CH2:12]2)[CH2:9]1)=[O:7])([CH3:4])([CH3:3])[CH3:2].[I:27][Si](C)(C)C. Product: [I-:27].[C:1]([NH:5][C:6]([C:8]1([CH:21]2[CH2:26][CH2:25][CH2:24][CH2:23][CH2:22]2)[CH2:14][CH:13]2[NH2+:15][CH:10]([CH2:11][CH2:12]2)[CH2:9]1)=[O:7])([CH3:4])([CH3:2])[CH3:3]. The catalyst class is: 2. (5) Reactant: [OH:1][CH2:2][CH2:3][CH2:4][C:5]1[CH:10]=[CH:9][N:8]=[C:7]([C:11]#[N:12])[CH:6]=1.C1C=C[NH+]=CC=1.C1C=C[NH+]=CC=1.[O-:25][Cr](O[Cr]([O-])(=O)=O)(=O)=O.O. Product: [C:11]([C:7]1[CH:6]=[C:5]([CH2:4][CH2:3][C:2]([OH:25])=[O:1])[CH:10]=[CH:9][N:8]=1)#[N:12]. The catalyst class is: 3. (6) Reactant: [C:1]([O:5][C:6](=[O:19])[NH:7][N:8]1[C:16](=[O:17])[C:15]2[C:10](=[CH:11][CH:12]=[CH:13][CH:14]=2)[C:9]1=[O:18])([CH3:4])([CH3:3])[CH3:2].[CH:20]1[CH:25]=CC(P([C:20]2[CH:25]=CC=[CH:22][CH:21]=2)[C:20]2[CH:25]=CC=[CH:22][CH:21]=2)=[CH:22][CH:21]=1.C(O)CC=C.N(C(OCC)=O)=NC(OCC)=O. Product: [CH3:3][C:1]([O:5][C:6](=[O:19])[N:7]([CH2:22][CH2:21][CH:20]=[CH2:25])[N:8]1[C:16](=[O:17])[C:15]2[C:10](=[CH:11][CH:12]=[CH:13][CH:14]=2)[C:9]1=[O:18])([CH3:4])[CH3:2]. The catalyst class is: 1. (7) Reactant: Cl[C:2]1[N:7]=[C:6]([C:8]2[CH:13]=[CH:12][N:11]=[CH:10][CH:9]=2)[N:5]=[C:4]([NH:14][S:15]([CH2:18][CH2:19][C:20]2[CH:25]=[CH:24][CH:23]=[CH:22][CH:21]=2)(=[O:17])=[O:16])[C:3]=1[C:26]1[CH:31]=[CH:30][C:29]([CH3:32])=[CH:28][CH:27]=1.C(O)(=O)C[C:35](CC(O)=O)([C:37](O)=[O:38])[OH:36]. Product: [OH:36][CH2:35][CH2:37][O:38][C:2]1[N:7]=[C:6]([C:8]2[CH:13]=[CH:12][N:11]=[CH:10][CH:9]=2)[N:5]=[C:4]([NH:14][S:15]([CH2:18][CH2:19][C:20]2[CH:25]=[CH:24][CH:23]=[CH:22][CH:21]=2)(=[O:17])=[O:16])[C:3]=1[C:26]1[CH:31]=[CH:30][C:29]([CH3:32])=[CH:28][CH:27]=1. The catalyst class is: 746.